From a dataset of Full USPTO retrosynthesis dataset with 1.9M reactions from patents (1976-2016). Predict the reactants needed to synthesize the given product. (1) Given the product [Cl:14][C:11]1[CH:12]=[CH:13][C:8]([C:7]2[N:3]([CH2:2][CH3:1])[C:4]([CH3:72])=[C:5]([C:69]([O:71][CH:74]3[CH2:79][CH2:78][CH:77]([C:80]([OH:82])=[O:81])[CH2:76][CH2:75]3)=[O:70])[C:6]=2[C:15]2[CH:20]=[CH:19][CH:18]=[C:17]([N:21]3[CH2:22][CH2:23][N:24]([C:27]4[CH:28]=[CH:29][C:30]([NH:33][S:34]([C:37]5[CH:42]=[CH:41][C:40]([NH:43][C@H:44]([CH2:45][CH2:46][N:47]6[CH2:48][CH2:49][CH:50]([OH:53])[CH2:51][CH2:52]6)[CH2:54][S:55][C:56]6[CH:57]=[CH:58][CH:59]=[CH:60][CH:61]=6)=[C:39]([S:62]([C:65]([F:66])([F:67])[F:68])(=[O:63])=[O:64])[CH:38]=5)(=[O:36])=[O:35])=[CH:31][CH:32]=4)[CH2:25][CH2:26]3)[CH:16]=2)=[CH:9][CH:10]=1, predict the reactants needed to synthesize it. The reactants are: [CH3:1][CH2:2][N:3]1[C:7]([C:8]2[CH:13]=[CH:12][C:11]([Cl:14])=[CH:10][CH:9]=2)=[C:6]([C:15]2[CH:20]=[CH:19][CH:18]=[C:17]([N:21]3[CH2:26][CH2:25][N:24]([C:27]4[CH:32]=[CH:31][C:30]([NH:33][S:34]([C:37]5[CH:42]=[CH:41][C:40]([NH:43][C@@H:44]([CH2:54][S:55][C:56]6[CH:61]=[CH:60][CH:59]=[CH:58][CH:57]=6)[CH2:45][CH2:46][N:47]6[CH2:52][CH2:51][CH:50]([OH:53])[CH2:49][CH2:48]6)=[C:39]([S:62]([C:65]([F:68])([F:67])[F:66])(=[O:64])=[O:63])[CH:38]=5)(=[O:36])=[O:35])=[CH:29][CH:28]=4)[CH2:23][CH2:22]3)[CH:16]=2)[C:5]([C:69]([OH:71])=[O:70])=[C:4]1[CH3:72].O[CH:74]1[CH2:79][CH2:78][CH:77]([C:80]([O:82]C(C)(C)C)=[O:81])[CH2:76][CH2:75]1. (2) Given the product [BrH:15].[N:11]1[CH:12]=[CH:13][CH:14]=[C:9]([C:5]2[CH:4]=[C:3]([OH:2])[CH:8]=[CH:7][CH:6]=2)[CH:10]=1, predict the reactants needed to synthesize it. The reactants are: C[O:2][C:3]1[CH:4]=[C:5]([C:9]2[CH:10]=[N:11][CH:12]=[CH:13][CH:14]=2)[CH:6]=[CH:7][CH:8]=1.[BrH:15]. (3) Given the product [Cl:4][C:5]1[CH:10]=[CH:9][C:8]([S:1]([Cl:18])(=[O:3])=[O:2])=[CH:7][C:6]=1[CH2:12][CH3:13], predict the reactants needed to synthesize it. The reactants are: [S:1](=[O:3])=[O:2].[Cl:4][C:5]1[CH:10]=[CH:9][C:8](N)=[CH:7][C:6]=1[CH2:12][CH3:13].N([O-])=O.[Na+].[ClH:18]. (4) Given the product [CH3:21][O:22][C:23]1[CH:28]=[CH:27][CH:26]=[CH:25][C:24]=1[C:29]1[CH:30]=[N:1][C:2]2[C:3]([C:12]=1[C:14]1[CH:15]=[C:16]([OH:20])[CH:17]=[CH:18][CH:19]=1)=[CH:4][CH:5]=[CH:6][C:7]=2[C:8]([F:11])([F:10])[F:9], predict the reactants needed to synthesize it. The reactants are: [NH2:1][C:2]1[C:7]([C:8]([F:11])([F:10])[F:9])=[CH:6][CH:5]=[CH:4][C:3]=1[C:12]([C:14]1[CH:19]=[CH:18][CH:17]=[C:16]([OH:20])[CH:15]=1)=O.[CH3:21][O:22][C:23]1[CH:28]=[CH:27][CH:26]=[CH:25][C:24]=1[CH2:29][CH:30]=O. (5) Given the product [Cl:32][C:29]1[CH:30]=[CH:31][C:17]2[CH:16]([CH2:33][CH:34]([CH3:35])[CH3:36])[C:15](=[O:37])[N:14]([CH2:13][C:12]([N:9]3[CH2:8][CH2:7][CH:6]([CH2:5][C:4]([OH:39])=[O:3])[CH2:11][CH2:10]3)=[O:38])[CH2:20][CH:19]([C:21]3[CH:26]=[CH:25][CH:24]=[CH:23][C:22]=3[Cl:27])[C:18]=2[CH:28]=1, predict the reactants needed to synthesize it. The reactants are: C([O:3][C:4](=[O:39])[CH2:5][CH:6]1[CH2:11][CH2:10][N:9]([C:12](=[O:38])[CH2:13][N:14]2[CH2:20][CH:19]([C:21]3[CH:26]=[CH:25][CH:24]=[CH:23][C:22]=3[Cl:27])[C:18]3[CH:28]=[C:29]([Cl:32])[CH:30]=[CH:31][C:17]=3[CH:16]([CH2:33][CH:34]([CH3:36])[CH3:35])[C:15]2=[O:37])[CH2:8][CH2:7]1)C.[OH-].[Na+].Cl. (6) Given the product [C:1]([C:3]1[CH:4]=[C:5]([CH:13]([CH2:17][CH:18]2[CH2:19][CH2:20][CH2:21][CH2:22]2)[C:14]([NH:29][C:30]2[CH:39]=[CH:38][C:37]3[C:32](=[CH:33][CH:34]=[CH:35][CH:36]=3)[N:31]=2)=[O:15])[CH:6]=[CH:7][C:8]=1[S:9]([CH3:12])(=[O:11])=[O:10])#[N:2], predict the reactants needed to synthesize it. The reactants are: [C:1]([C:3]1[CH:4]=[C:5]([CH:13]([CH2:17][CH:18]2[CH2:22][CH2:21][CH2:20][CH2:19]2)[C:14](O)=[O:15])[CH:6]=[CH:7][C:8]=1[S:9]([CH3:12])(=[O:11])=[O:10])#[N:2].C(Cl)(=O)C(Cl)=O.[NH2:29][C:30]1[CH:39]=[CH:38][C:37]2[C:32](=[CH:33][CH:34]=[CH:35][CH:36]=2)[N:31]=1.C(N(CC)CC)C.Cl. (7) Given the product [F:14][C:13]([F:16])([F:15])[C:10]([CH2:12][NH:37][C:36]1[N:35]=[C:34]([CH3:38])[N:33]=[C:32]2[N:28]([C:27]3[C:22]([F:21])=[N:23][CH:24]=[CH:25][CH:26]=3)[N:29]=[CH:30][C:31]=12)([OH:11])[CH2:9][C:8]([C:6]1[CH:7]=[C:2]([F:1])[CH:3]=[CH:4][C:5]=1[O:19][CH3:20])([CH3:18])[CH3:17], predict the reactants needed to synthesize it. The reactants are: [F:1][C:2]1[CH:3]=[CH:4][C:5]([O:19][CH3:20])=[C:6]([C:8]([CH3:18])([CH3:17])[CH2:9][C:10]2([C:13]([F:16])([F:15])[F:14])[CH2:12][O:11]2)[CH:7]=1.[F:21][C:22]1[C:27]([N:28]2[C:32]3=[N:33][C:34]([CH3:38])=[N:35][C:36]([NH2:37])=[C:31]3[CH:30]=[N:29]2)=[CH:26][CH:25]=[CH:24][N:23]=1.